From a dataset of Catalyst prediction with 721,799 reactions and 888 catalyst types from USPTO. Predict which catalyst facilitates the given reaction. Reactant: Br[CH2:2][CH2:3][CH:4]([C:9]1[S:10][C:11]2[CH:18]=[C:17]([C:19]([F:22])([F:21])[F:20])[CH:16]=[CH:15][C:12]=2[C:13]=1[CH3:14])[CH2:5][CH2:6][CH2:7][CH3:8].C(=O)([O-])[O-].[Cs+].[Cs+].[OH:29][C:30]1[CH:35]=[CH:34][C:33]([CH2:36][C:37]([O:39][CH3:40])=[O:38])=[CH:32][CH:31]=1. Product: [CH3:14][C:13]1[C:12]2[CH:15]=[CH:16][C:17]([C:19]([F:22])([F:21])[F:20])=[CH:18][C:11]=2[S:10][C:9]=1[CH:4]([CH2:5][CH2:6][CH2:7][CH3:8])[CH2:3][CH2:2][O:29][C:30]1[CH:31]=[CH:32][C:33]([CH2:36][C:37]([O:39][CH3:40])=[O:38])=[CH:34][CH:35]=1. The catalyst class is: 23.